This data is from Reaction yield outcomes from USPTO patents with 853,638 reactions. The task is: Predict the reaction yield, written as a fraction of the theoretical maximum amount of product (1.0 means a 100% yield; for example, 0.34 means a 34% yield). The yield is 0.950. No catalyst specified. The reactants are [NH2:1][C:2]1[C:3]([C:9](N)=[O:10])=[N:4][CH:5]=[C:6]([Br:8])[CH:7]=1.[OH-:12].[Na+].Cl. The product is [NH2:1][C:2]1[C:3]([C:9]([OH:10])=[O:12])=[N:4][CH:5]=[C:6]([Br:8])[CH:7]=1.